This data is from Reaction yield outcomes from USPTO patents with 853,638 reactions. The task is: Predict the reaction yield, written as a fraction of the theoretical maximum amount of product (1.0 means a 100% yield; for example, 0.34 means a 34% yield). (1) The reactants are [CH2:1]([O:8][C:9]1[CH:14]=[CH:13][N:12]([CH2:15][C:16]2[CH:21]=[CH:20][CH:19]=[C:18]([F:22])[CH:17]=2)[C:11](=[O:23])[C:10]=1I)[C:2]1[CH:7]=[CH:6][CH:5]=[CH:4][CH:3]=1.[CH2:25](OC1C=CN(CC2C=CC=C(F)C=2)C(=O)C=1)C1C=CC=CC=1.C1C(=O)N(I)C(=O)C1. The catalyst is C(#N)C. The product is [CH2:1]([O:8][C:9]1[CH:14]=[CH:13][N:12]([CH2:15][C:16]2[CH:21]=[CH:20][CH:19]=[C:18]([F:22])[CH:17]=2)[C:11](=[O:23])[C:10]=1[CH3:25])[C:2]1[CH:7]=[CH:6][CH:5]=[CH:4][CH:3]=1. The yield is 0.900. (2) The product is [Cl:1][C:2]1[CH:3]=[C:4]([N+:15]([O-:17])=[O:16])[C:5]([N:9]2[CH2:14][CH2:13][CH2:12][CH2:11][CH2:10]2)=[CH:6][C:7]=1[N:22]1[CH2:23][CH2:24][N:19]([CH3:18])[CH2:20][CH2:21]1. The reactants are [Cl:1][C:2]1[C:7](Cl)=[CH:6][C:5]([N:9]2[CH2:14][CH2:13][CH2:12][CH2:11][CH2:10]2)=[C:4]([N+:15]([O-:17])=[O:16])[CH:3]=1.[CH3:18][N:19]1[CH2:24][CH2:23][NH:22][CH2:21][CH2:20]1. No catalyst specified. The yield is 0.840. (3) The reactants are [F:1][C:2]1[CH:7]=[CH:6][CH:5]=[CH:4][C:3]=1[N:8]1[C:12]2=[N:13][C:14]([O:18][CH2:19][C:20]3[N:21]([CH3:25])[N:22]=[CH:23][N:24]=3)=[C:15](Br)[CH:16]=[C:11]2[N:10]=[N:9]1.C([Sn](CCCC)(CCCC)[C:31]1[O:32][CH:33]=[CH:34][CH:35]=1)CCC. The catalyst is CN(C=O)C.O.C1C=CC([P]([Pd]([P](C2C=CC=CC=2)(C2C=CC=CC=2)C2C=CC=CC=2)([P](C2C=CC=CC=2)(C2C=CC=CC=2)C2C=CC=CC=2)[P](C2C=CC=CC=2)(C2C=CC=CC=2)C2C=CC=CC=2)(C2C=CC=CC=2)C2C=CC=CC=2)=CC=1. The product is [F:1][C:2]1[CH:7]=[CH:6][CH:5]=[CH:4][C:3]=1[N:8]1[C:12]2=[N:13][C:14]([O:18][CH2:19][C:20]3[N:21]([CH3:25])[N:22]=[CH:23][N:24]=3)=[C:15]([C:31]3[O:32][CH:33]=[CH:34][CH:35]=3)[CH:16]=[C:11]2[N:10]=[N:9]1. The yield is 0.740. (4) The reactants are [CH3:1][O:2][C:3]1[CH:4]=[C:5]([C:11]([N+:23]([O-])=O)=[CH:12][C:13]=1[O:14][CH2:15][CH:16]1[CH2:21][CH2:20][N:19]([CH3:22])[CH2:18][CH2:17]1)[C:6]([O:8][CH2:9][CH3:10])=[O:7].[H][H]. The catalyst is CO.[Pt]. The product is [NH2:23][C:11]1[C:5]([C:6]([O:8][CH2:9][CH3:10])=[O:7])=[CH:4][C:3]([O:2][CH3:1])=[C:13]([O:14][CH2:15][CH:16]2[CH2:21][CH2:20][N:19]([CH3:22])[CH2:18][CH2:17]2)[CH:12]=1. The yield is 0.800.